From a dataset of Forward reaction prediction with 1.9M reactions from USPTO patents (1976-2016). Predict the product of the given reaction. (1) The product is: [CH:21]1([CH2:24][C@H:25]([NH:32][C:12]([C:10]2[CH:9]=[CH:8][C:7]([N:15]3[CH2:18][C:17]([F:20])([F:19])[CH2:16]3)=[C:6]([O:5][CH2:4][CH:1]3[CH2:2][CH2:3]3)[N:11]=2)=[O:14])[C:26]2[N:30]=[C:29]([CH3:31])[O:28][N:27]=2)[CH2:23][CH2:22]1. Given the reactants [CH:1]1([CH2:4][O:5][C:6]2[N:11]=[C:10]([C:12]([OH:14])=O)[CH:9]=[CH:8][C:7]=2[N:15]2[CH2:18][C:17]([F:20])([F:19])[CH2:16]2)[CH2:3][CH2:2]1.[CH:21]1([CH2:24][C@H:25]([NH2:32])[C:26]2[N:30]=[C:29]([CH3:31])[O:28][N:27]=2)[CH2:23][CH2:22]1, predict the reaction product. (2) Given the reactants C[Si](C)(C)[N-][Si](C)(C)C.[Li+].C1(N2C(S([CH2:25][C@@H:26]3[NH:30][C:29](=[O:31])[CH2:28][CH2:27]3)(=O)=O)=NN=N2)C=CC=CC=1.[CH:32]1([C:35]2[CH:36]=[CH:37][C:38]([C:43]([C:45]3[CH:50]=[CH:49][C:48]([S:51][CH3:52])=[CH:47][CH:46]=3)=O)=[N:39][C:40]=2[O:41][CH3:42])[CH2:34][CH2:33]1.[Cl-].[NH4+], predict the reaction product. The product is: [CH:32]1([C:35]2[CH:36]=[CH:37][C:38](/[C:43](/[C:45]3[CH:46]=[CH:47][C:48]([S:51][CH3:52])=[CH:49][CH:50]=3)=[CH:25]/[C@@H:26]3[NH:30][C:29](=[O:31])[CH2:28][CH2:27]3)=[N:39][C:40]=2[O:41][CH3:42])[CH2:34][CH2:33]1. (3) Given the reactants [Cl:1][C:2]1[CH:10]=[C:9]2[C:5]([C:6]([C:11]3[N:12]=[C:13]4[C:19]([CH:20]=[O:21])=[CH:18][N:17]([CH2:22][O:23][CH2:24][CH2:25][Si:26]([CH3:29])([CH3:28])[CH3:27])[C:14]4=[N:15][CH:16]=3)=[N:7][NH:8]2)=[C:4]([F:30])[CH:3]=1.[H-].[Na+].I[CH3:34].O, predict the reaction product. The product is: [Cl:1][C:2]1[CH:10]=[C:9]2[C:5]([C:6]([C:11]3[N:12]=[C:13]4[C:19]([CH:20]=[O:21])=[CH:18][N:17]([CH2:22][O:23][CH2:24][CH2:25][Si:26]([CH3:27])([CH3:29])[CH3:28])[C:14]4=[N:15][CH:16]=3)=[N:7][N:8]2[CH3:34])=[C:4]([F:30])[CH:3]=1. (4) Given the reactants [NH2:1][C:2]1[C:27]([N+:28]([O-])=O)=[CH:26][CH:25]=[C:24]2[C:3]=1[C:4](=[O:31])[O:5][C:6]12[C:19]2[CH:18]=[C:17]([F:20])[C:16]([OH:21])=[CH:15][C:14]=2[O:13][C:12]2[C:7]1=[CH:8][C:9]([F:23])=[C:10]([OH:22])[CH:11]=2.Cl, predict the reaction product. The product is: [NH2:1][C:2]1[C:27]([NH2:28])=[CH:26][CH:25]=[C:24]2[C:3]=1[C:4](=[O:31])[O:5][C:6]12[C:7]2[CH:8]=[C:9]([F:23])[C:10]([OH:22])=[CH:11][C:12]=2[O:13][C:14]2[C:19]1=[CH:18][C:17]([F:20])=[C:16]([OH:21])[CH:15]=2. (5) Given the reactants [CH3:1][Si:2]([CH3:19])([CH3:18])[CH2:3][CH2:4][O:5][CH2:6][N:7]1[C:11]2[CH:12]=[CH:13][CH:14]=[CH:15][C:10]=2[N:9]=[C:8]1[CH:16]=O.[NH2:20][CH:21]1[C:30]2[N:29]=[CH:28][CH:27]=[CH:26][C:25]=2[CH2:24][CH2:23][CH2:22]1, predict the reaction product. The product is: [CH3:1][Si:2]([CH3:19])([CH3:18])[CH2:3][CH2:4][O:5][CH2:6][N:7]1[C:11]2[CH:12]=[CH:13][CH:14]=[CH:15][C:10]=2[N:9]=[C:8]1[CH2:16][NH:20][CH:21]1[C:30]2[N:29]=[CH:28][CH:27]=[CH:26][C:25]=2[CH2:24][CH2:23][CH2:22]1. (6) Given the reactants Br.[O:2]1[CH:6]=[CH:5][CH:4]=[C:3]1[C:7](SCC1C=CC=CC=1)=[NH:8].[CH3:17][N:18]([CH3:32])[CH2:19][CH2:20][N:21]1[CH2:26][CH2:25][S:24][C:23]2[CH:27]=[C:28]([NH2:31])[CH:29]=[CH:30][C:22]1=2, predict the reaction product. The product is: [CH3:17][N:18]([CH3:32])[CH2:19][CH2:20][N:21]1[CH2:26][CH2:25][S:24][C:23]2[CH:27]=[C:28]([NH:31][C:7]([C:3]3[O:2][CH:6]=[CH:5][CH:4]=3)=[NH:8])[CH:29]=[CH:30][C:22]1=2.